This data is from Forward reaction prediction with 1.9M reactions from USPTO patents (1976-2016). The task is: Predict the product of the given reaction. (1) Given the reactants Br[C:2]1[C:10]2[O:9][CH:8]([CH2:11][O:12][S:13]([C:16]3[CH:21]=[CH:20][C:19]([CH3:22])=[CH:18][CH:17]=3)(=[O:15])=[O:14])[O:7][C:6]=2[CH:5]=[C:4]([Cl:23])[CH:3]=1.[F:24][C:25]1[CH:30]=[CH:29][C:28]([F:31])=[CH:27][C:26]=1B(O)O, predict the reaction product. The product is: [F:24][C:25]1[CH:30]=[CH:29][C:28]([F:31])=[CH:27][C:26]=1[C:2]1[C:10]2[O:9][CH:8]([CH2:11][O:12][S:13]([C:16]3[CH:17]=[CH:18][C:19]([CH3:22])=[CH:20][CH:21]=3)(=[O:14])=[O:15])[O:7][C:6]=2[CH:5]=[C:4]([Cl:23])[CH:3]=1. (2) Given the reactants S(=O)(=O)(O)O.CC1[CH:14]=[CH:13][C:10]([C:11]#[N:12])=[CH:9][C:8]=1[C:15]([F:18])([F:17])[F:16].[Cr](O[Cr]([O-])(=O)=O)([O-])(=O)=[O:20].[K+].[K+].N.[C:31]([OH:34])(=[O:33])[CH3:32], predict the reaction product. The product is: [C:11]([C:10]1[CH:13]=[CH:14][C:32]([C:31]([OH:34])=[O:33])=[C:8]([C:15]([F:16])([F:18])[F:17])[CH:9]=1)#[N:12].[NH2:12][C:11]([C:10]1[CH:13]=[CH:14][C:32]([C:31]([OH:34])=[O:33])=[C:8]([C:15]([F:18])([F:17])[F:16])[CH:9]=1)=[O:20]. (3) Given the reactants [OH:1][CH2:2][C:3]([CH2:8][OH:9])([CH2:6][OH:7])[CH2:4][OH:5].[SH:10][CH:11]([CH3:15])[C:12]([OH:14])=O.S(=O)(=O)(O)O, predict the reaction product. The product is: [SH:10][CH:11]([CH3:15])[C:12]([O:1][CH2:2][C:3]([CH2:8][O:9][C:12](=[O:14])[CH:11]([SH:10])[CH3:15])([CH2:6][O:7][C:12](=[O:14])[CH:11]([SH:10])[CH3:15])[CH2:4][O:5][C:12](=[O:14])[CH:11]([SH:10])[CH3:15])=[O:14]. (4) Given the reactants [O:1]1[C:6]2[CH:7]=[CH:8][C:9]([CH2:11][N:12]3[CH2:17][CH2:16][CH:15]([NH:18][CH2:19][CH2:20][N:21]4[C:30]5[C:25](=[CH:26][CH:27]=[C:28]([O:31][CH3:32])[CH:29]=5)[C:24]([CH3:33])=[CH:23][C:22]4=[O:34])[CH2:14][CH2:13]3)=[CH:10][C:5]=2[O:4][CH2:3][CH2:2]1.[ClH:35].C(OCC)(=O)C, predict the reaction product. The product is: [ClH:35].[O:1]1[C:6]2[CH:7]=[CH:8][C:9]([CH2:11][N:12]3[CH2:13][CH2:14][CH:15]([NH:18][CH2:19][CH2:20][N:21]4[C:30]5[C:25](=[CH:26][CH:27]=[C:28]([O:31][CH3:32])[CH:29]=5)[C:24]([CH3:33])=[CH:23][C:22]4=[O:34])[CH2:16][CH2:17]3)=[CH:10][C:5]=2[O:4][CH2:3][CH2:2]1. (5) Given the reactants [Br:1][C:2]1[CH:3]=[C:4]2[C:8](=[CH:9][CH:10]=1)[NH:7][N:6]=[C:5]2[C:11]([F:14])([F:13])[F:12].C([O-])([O-])=O.[Cs+].[Cs+].Cl.Cl[CH2:23][CH2:24][N:25]1[CH2:29][CH2:28][CH2:27][CH2:26]1, predict the reaction product. The product is: [Br:1][C:2]1[CH:3]=[C:4]2[C:8](=[CH:9][CH:10]=1)[N:7]([CH2:23][CH2:24][N:25]1[CH2:29][CH2:28][CH2:27][CH2:26]1)[N:6]=[C:5]2[C:11]([F:14])([F:13])[F:12]. (6) Given the reactants [CH:1]1([CH2:4][N:5]2[C:10]([NH:11][NH2:12])=[CH:9][C:8](=[O:13])[N:7]([CH3:14])[C:6]2=[O:15])[CH2:3][CH2:2]1.[Cl:16][C:17]1[CH:18]=[C:19]2[C:24](=[CH:25][CH:26]=1)[N:23]=[CH:22][CH:21]=[C:20]2[CH:27]=O.[CH:29]([C:31]1[N:35]([CH3:36])[CH:34]=[C:33]([C:37]#[N:38])[CH:32]=1)=O, predict the reaction product. The product is: [Cl:16][C:17]1[CH:18]=[C:19]2[C:24](=[CH:25][CH:26]=1)[N:23]=[CH:22][CH:21]=[C:20]2[CH2:27][N:12]1[C:29]([C:31]2[N:35]([CH3:36])[CH:34]=[C:33]([C:37]#[N:38])[CH:32]=2)=[C:9]2[C:10]([N:5]([CH2:4][CH:1]3[CH2:2][CH2:3]3)[C:6](=[O:15])[N:7]([CH3:14])[C:8]2=[O:13])=[N:11]1. (7) Given the reactants [F:1][C:2]1[CH:7]=[CH:6][CH:5]=[CH:4][C:3]=1[C@H:8]([O:10][C:11](=[O:25])[NH:12][C:13]1[C:14]([CH3:24])=[N:15][O:16][C:17]=1[C:18]1[N:19]=[C:20](Br)[S:21][CH:22]=1)[CH3:9].[CH2:26]([O:28][C:29](=[O:46])[CH2:30][C:31]1[CH:36]=[CH:35][CH:34]=[C:33](B2OC(C)(C)C(C)(C)O2)[CH:32]=1)[CH3:27], predict the reaction product. The product is: [CH2:26]([O:28][C:29](=[O:46])[CH2:30][C:31]1[CH:36]=[CH:35][CH:34]=[C:33]([C:20]2[S:21][CH:22]=[C:18]([C:17]3[O:16][N:15]=[C:14]([CH3:24])[C:13]=3[NH:12][C:11]([O:10][C@@H:8]([C:3]3[CH:4]=[CH:5][CH:6]=[CH:7][C:2]=3[F:1])[CH3:9])=[O:25])[N:19]=2)[CH:32]=1)[CH3:27]. (8) Given the reactants [F:1][C:2]1[CH:3]=[C:4]([NH:10][C:11]2[C:16]([C:17]3[N:22]=[C:21]([CH3:23])[N:20]=[C:19]([N:24](CC4C=CC(OC)=CC=4)CC4C=CC(OC)=CC=4)[N:18]=3)=[CH:15][C:14]([CH:43]([NH:45][CH:46]([CH3:48])[CH3:47])[CH3:44])=[CH:13][N:12]=2)[CH:5]=[N:6][C:7]=1[O:8][CH3:9].C(O)(C(F)(F)F)=O.OS(C(F)(F)F)(=O)=O.[OH-].[Na+], predict the reaction product. The product is: [F:1][C:2]1[CH:3]=[C:4]([NH:10][C:11]2[C:16]([C:17]3[N:22]=[C:21]([CH3:23])[N:20]=[C:19]([NH2:24])[N:18]=3)=[CH:15][C:14]([CH:43]([NH:45][CH:46]([CH3:48])[CH3:47])[CH3:44])=[CH:13][N:12]=2)[CH:5]=[N:6][C:7]=1[O:8][CH3:9]. (9) Given the reactants [Li]CCCC.C(NC(C)C)(C)C.[Br:13][C:14]1[CH:15]=[C:16]([C:21]([F:24])([F:23])[F:22])[CH:17]=[CH:18][C:19]=1[F:20].CN([CH:28]=[O:29])C.C(O)(=O)C, predict the reaction product. The product is: [Br:13][C:14]1[C:19]([F:20])=[C:18]([CH:17]=[C:16]([C:21]([F:24])([F:22])[F:23])[CH:15]=1)[CH:28]=[O:29].